From a dataset of Full USPTO retrosynthesis dataset with 1.9M reactions from patents (1976-2016). Predict the reactants needed to synthesize the given product. (1) Given the product [Cl:1][C:2]1[CH:30]=[C:29]([N:31]2[CH:35]=[CH:34][CH:33]=[N:32]2)[CH:28]=[CH:27][C:3]=1[C:4]([N:6]1[C:12]2[CH:13]=[CH:14][CH:15]=[CH:16][C:11]=2[CH2:10][N:9]([C:17]([NH:19][CH2:20][C:21]([OH:23])=[O:22])=[O:18])[C@H:8]([CH3:26])[CH2:7]1)=[O:5], predict the reactants needed to synthesize it. The reactants are: [Cl:1][C:2]1[CH:30]=[C:29]([N:31]2[CH:35]=[CH:34][CH:33]=[N:32]2)[CH:28]=[CH:27][C:3]=1[C:4]([N:6]1[C:12]2[CH:13]=[CH:14][CH:15]=[CH:16][C:11]=2[CH2:10][N:9]([C:17]([NH:19][CH2:20][C:21]([O:23]CC)=[O:22])=[O:18])[C@H:8]([CH3:26])[CH2:7]1)=[O:5].[OH-].[Na+].Cl. (2) Given the product [CH3:12][N:13]1[CH:5]2[CH2:4][CH2:3][CH:2]1[C:1]([C:8]#[N:9])=[CH:7][CH2:6]2, predict the reactants needed to synthesize it. The reactants are: [CH:1]1([C:8]#[N:9])[CH:7]=[CH:6][CH:5]=[CH:4][CH:3]=[CH:2]1.[OH-].[Na+].[CH3:12][NH2:13]. (3) Given the product [Cl:1][C:2]1[CH:3]=[C:4]([N:8]2[C:13](=[O:14])[C:12]([S:42][C:41]3[CH:36]=[CH:37][C:38]([CH3:44])=[CH:39][CH:40]=3)=[C:11]([C:26]3[CH:31]=[CH:30][C:29]([S:32]([CH3:35])(=[O:34])=[O:33])=[CH:28][CH:27]=3)[CH:10]=[N:9]2)[CH:5]=[CH:6][CH:7]=1, predict the reactants needed to synthesize it. The reactants are: [Cl:1][C:2]1[CH:3]=[C:4]([N:8]2[C:13](=[O:14])[C:12](OS(C3C=CC(C)=CC=3)(=O)=O)=[C:11]([C:26]3[CH:31]=[CH:30][C:29]([S:32]([CH3:35])(=[O:34])=[O:33])=[CH:28][CH:27]=3)[CH:10]=[N:9]2)[CH:5]=[CH:6][CH:7]=1.[C:36]1(C)[C:41]([SH:42])=[CH:40][CH:39]=[CH:38][CH:37]=1.[C:44]([O-])([O-])=O.[K+].[K+].O.